From a dataset of NCI-60 drug combinations with 297,098 pairs across 59 cell lines. Regression. Given two drug SMILES strings and cell line genomic features, predict the synergy score measuring deviation from expected non-interaction effect. (1) Drug 1: CC1C(C(CC(O1)OC2CC(CC3=C2C(=C4C(=C3O)C(=O)C5=C(C4=O)C(=CC=C5)OC)O)(C(=O)CO)O)N)O.Cl. Drug 2: CCCCC(=O)OCC(=O)C1(CC(C2=C(C1)C(=C3C(=C2O)C(=O)C4=C(C3=O)C=CC=C4OC)O)OC5CC(C(C(O5)C)O)NC(=O)C(F)(F)F)O. Cell line: OVCAR-8. Synergy scores: CSS=60.4, Synergy_ZIP=-0.763, Synergy_Bliss=0.414, Synergy_Loewe=1.89, Synergy_HSA=2.36. (2) Drug 1: C1=CC(=CC=C1CCC2=CNC3=C2C(=O)NC(=N3)N)C(=O)NC(CCC(=O)O)C(=O)O. Drug 2: CC1=C(C(=O)C2=C(C1=O)N3CC4C(C3(C2COC(=O)N)OC)N4)N. Cell line: SK-OV-3. Synergy scores: CSS=40.3, Synergy_ZIP=-7.75, Synergy_Bliss=-5.08, Synergy_Loewe=-7.99, Synergy_HSA=-2.23. (3) Drug 2: CC1=CC=C(C=C1)C2=CC(=NN2C3=CC=C(C=C3)S(=O)(=O)N)C(F)(F)F. Cell line: SNB-19. Drug 1: C1=NC2=C(N1)C(=S)N=C(N2)N. Synergy scores: CSS=1.97, Synergy_ZIP=-2.16, Synergy_Bliss=-1.91, Synergy_Loewe=-2.51, Synergy_HSA=-2.47. (4) Drug 1: C1=NC(=NC(=O)N1C2C(C(C(O2)CO)O)O)N. Drug 2: C1CC(=O)NC(=O)C1N2C(=O)C3=CC=CC=C3C2=O. Cell line: HCT116. Synergy scores: CSS=57.4, Synergy_ZIP=2.61, Synergy_Bliss=2.60, Synergy_Loewe=-30.8, Synergy_HSA=-0.0902. (5) Drug 1: CC(C)CN1C=NC2=C1C3=CC=CC=C3N=C2N. Drug 2: N.N.Cl[Pt+2]Cl. Cell line: HOP-62. Synergy scores: CSS=20.8, Synergy_ZIP=10.5, Synergy_Bliss=13.9, Synergy_Loewe=-1.06, Synergy_HSA=0.642.